From a dataset of Forward reaction prediction with 1.9M reactions from USPTO patents (1976-2016). Predict the product of the given reaction. (1) Given the reactants [Br:1][C:2]1[CH:3]=[C:4]2[C:8](=[CH:9][CH:10]=1)[NH:7][C:6]([C:11]([OH:13])=[O:12])=[CH:5]2.Cl.[CH3:15]O, predict the reaction product. The product is: [Br:1][C:2]1[CH:3]=[C:4]2[C:8](=[CH:9][CH:10]=1)[NH:7][C:6]([C:11]([O:13][CH3:15])=[O:12])=[CH:5]2. (2) Given the reactants Br[C:2]1[N:6]2[N:7]=[C:8]([NH:11][CH2:12][CH2:13][CH2:14][CH3:15])[CH:9]=[CH:10][C:5]2=[N:4][CH:3]=1.C(OC(=O)[NH:22][C:23]1[CH:28]=[CH:27][C:26](B2OC(C)(C)C(C)(C)O2)=[CH:25][N:24]=1)(C)(C)C.P([O-])([O-])([O-])=O.[K+].[K+].[K+], predict the reaction product. The product is: [NH2:22][C:23]1[N:24]=[CH:25][C:26]([C:2]2[N:6]3[N:7]=[C:8]([NH:11][CH2:12][CH2:13][CH2:14][CH3:15])[CH:9]=[CH:10][C:5]3=[N:4][CH:3]=2)=[CH:27][CH:28]=1.